From a dataset of Peptide-MHC class II binding affinity with 134,281 pairs from IEDB. Regression. Given a peptide amino acid sequence and an MHC pseudo amino acid sequence, predict their binding affinity value. This is MHC class II binding data. (1) The peptide sequence is ELNLLDKRQFELYKR. The MHC is HLA-DQA10501-DQB10402 with pseudo-sequence HLA-DQA10501-DQB10402. The binding affinity (normalized) is 0.488. (2) The peptide sequence is ILSHVKFNFGDFYSE. The MHC is DRB1_0405 with pseudo-sequence DRB1_0405. The binding affinity (normalized) is 0.434. (3) The peptide sequence is KYMVIQGEPGAVIRG. The MHC is HLA-DPA10301-DPB10402 with pseudo-sequence HLA-DPA10301-DPB10402. The binding affinity (normalized) is 0.483. (4) The peptide sequence is SQCLELSWNLNGLQAY. The MHC is HLA-DQA10101-DQB10501 with pseudo-sequence HLA-DQA10101-DQB10501. The binding affinity (normalized) is 0.414.